Predict the reaction yield, written as a fraction of the theoretical maximum amount of product (1.0 means a 100% yield; for example, 0.34 means a 34% yield). From a dataset of Reaction yield outcomes from USPTO patents with 853,638 reactions. (1) The reactants are CC(OI1(OC(C)=O)(OC(C)=O)OC(=O)C2C=CC=CC1=2)=O.[Cl:23][C:24]1[N:32]=[CH:31][N:30]=[C:29]2[C:25]=1[N:26]=[CH:27][N:28]2[C@H:33]1[C@@H:37]2[O:38][C:39]([CH3:42])([CH3:41])[O:40][C@@H:36]2[C@@H:35]([CH2:43][OH:44])[O:34]1.S([O-])([O-])(=O)=S.[Na+].[Na+]. The catalyst is C(Cl)Cl.CC(OI1(OC(C)=O)(OC(C)=O)OC(=O)C2C=CC=CC1=2)=O. The product is [Cl:23][C:24]1[N:32]=[CH:31][N:30]=[C:29]2[C:25]=1[N:26]=[CH:27][N:28]2[C@H:33]1[C@@H:37]2[O:38][C:39]([CH3:41])([CH3:42])[O:40][C@H:36]2[C@H:35]([CH:43]=[O:44])[O:34]1. The yield is 0.860. (2) The reactants are [CH3:1][C:2]([C:6]1[CH:11]=[CH:10][C:9]([N+:12]([O-:14])=[O:13])=[CH:8][CH:7]=1)([CH3:5])[C:3]#[N:4].Cl.[OH-].[Na+]. The catalyst is C1COCC1. The product is [CH3:5][C:2]([C:6]1[CH:11]=[CH:10][C:9]([N+:12]([O-:14])=[O:13])=[CH:8][CH:7]=1)([CH3:1])[CH2:3][NH2:4]. The yield is 0.900.